This data is from Peptide-MHC class I binding affinity with 185,985 pairs from IEDB/IMGT. The task is: Regression. Given a peptide amino acid sequence and an MHC pseudo amino acid sequence, predict their binding affinity value. This is MHC class I binding data. (1) The peptide sequence is YARRYFYPL. The binding affinity (normalized) is 0.703. The MHC is HLA-B27:20 with pseudo-sequence HLA-B27:20. (2) The peptide sequence is KHDFIDNPL. The MHC is HLA-A02:12 with pseudo-sequence HLA-A02:12. The binding affinity (normalized) is 0.0847. (3) The peptide sequence is YTAVVPLVY. The MHC is BoLA-T2a with pseudo-sequence BoLA-T2a. The binding affinity (normalized) is 0.0641.